The task is: Regression. Given a peptide amino acid sequence and an MHC pseudo amino acid sequence, predict their binding affinity value. This is MHC class II binding data.. This data is from Peptide-MHC class II binding affinity with 134,281 pairs from IEDB. (1) The peptide sequence is GELQIVDKIDAASKI. The MHC is DRB1_0404 with pseudo-sequence DRB1_0404. The binding affinity (normalized) is 0.697. (2) The peptide sequence is SGVLLNHFGLVEARY. The MHC is DRB1_0401 with pseudo-sequence DRB1_0401. The binding affinity (normalized) is 0.429.